From a dataset of Catalyst prediction with 721,799 reactions and 888 catalyst types from USPTO. Predict which catalyst facilitates the given reaction. (1) Reactant: Br[C:2]1[CH:3]=[C:4]2[C:9](=[CH:10][CH:11]=1)[C:8](=[O:12])[NH:7][N:6]=[C:5]2[Cl:13].[CH3:14][N:15]1[CH2:20][CH2:19][N:18]([C:21]2[CH:28]=[CH:27][CH:26]=[CH:25][C:22]=2[CH2:23][NH2:24])[CH2:17][CH2:16]1.C1C=CC(P(C2C(C3C(P(C4C=CC=CC=4)C4C=CC=CC=4)=CC=C4C=3C=CC=C4)=C3C(C=CC=C3)=CC=2)C2C=CC=CC=2)=CC=1.CC([O-])(C)C.[Na+]. Product: [Cl:13][C:5]1[C:4]2[C:9](=[CH:10][CH:11]=[C:2]([NH:24][CH2:23][C:22]3[CH:25]=[CH:26][CH:27]=[CH:28][C:21]=3[N:18]3[CH2:17][CH2:16][N:15]([CH3:14])[CH2:20][CH2:19]3)[CH:3]=2)[C:8](=[O:12])[NH:7][N:6]=1. The catalyst class is: 686. (2) Reactant: [Cl:1][C:2]1[CH:26]=[C:25]([Cl:27])[CH:24]=[CH:23][C:3]=1[CH2:4][N:5]1[C:9]([CH2:10][CH2:11][C:12]([OH:14])=O)=[CH:8][C:7]([O:15][CH2:16][C:17]2[O:18][C:19]([CH3:22])=[N:20][N:21]=2)=[N:6]1.[CH2:28]([S:33]([NH2:36])(=[O:35])=[O:34])[CH2:29][CH2:30][CH2:31][CH3:32].N12CCCN=C1CCCCC2. Product: [Cl:1][C:2]1[CH:26]=[C:25]([Cl:27])[CH:24]=[CH:23][C:3]=1[CH2:4][N:5]1[C:9]([CH2:10][CH2:11][C:12]([NH:36][S:33]([CH2:28][CH2:29][CH2:30][CH2:31][CH3:32])(=[O:35])=[O:34])=[O:14])=[CH:8][C:7]([O:15][CH2:16][C:17]2[O:18][C:19]([CH3:22])=[N:20][N:21]=2)=[N:6]1. The catalyst class is: 7. (3) Reactant: [NH2:1][C:2]1[N:7]=[C:6]([O:8]S(C(F)(F)F)(=O)=O)[C:5]([N+:16]([O-:18])=[O:17])=[C:4]([C:19]2[O:20][CH:21]=[CH:22][CH:23]=2)[N:3]=1.[CH2:24](O)[CH2:25][C:26]1[CH:31]=[CH:30][CH:29]=[CH:28][CH:27]=1.C1CCN2C(=NCCC2)CC1. Product: [O:20]1[CH:21]=[CH:22][CH:23]=[C:19]1[C:4]1[C:5]([N+:16]([O-:18])=[O:17])=[C:6]([O:8][CH2:24][CH2:25][C:26]2[CH:31]=[CH:30][CH:29]=[CH:28][CH:27]=2)[N:7]=[C:2]([NH2:1])[N:3]=1. The catalyst class is: 57.